From a dataset of Full USPTO retrosynthesis dataset with 1.9M reactions from patents (1976-2016). Predict the reactants needed to synthesize the given product. (1) Given the product [CH2:22]1[C:23]2[C:28](=[CH:27][CH:26]=[CH:25][CH:24]=2)[CH2:20][CH:21]1[CH2:29][C:30]([NH:33][CH2:10][C@H:9]([C:6]1[CH:5]=[C:4]([CH2:13][CH2:14][C:15]([O:17][CH2:18][CH3:19])=[O:16])[CH:3]=[C:2]([F:1])[C:7]=1[F:8])[OH:12])([CH3:31])[CH3:32], predict the reactants needed to synthesize it. The reactants are: [F:1][C:2]1[CH:3]=[C:4]([CH2:13][CH2:14][C:15]([O:17][CH2:18][CH3:19])=[O:16])[CH:5]=[C:6]([C@H:9]([OH:12])[CH2:10]I)[C:7]=1[F:8].[CH2:20]1[C:28]2[C:23](=[CH:24][CH:25]=[CH:26][CH:27]=2)[CH2:22][CH:21]1[CH2:29][C:30]([NH2:33])([CH3:32])[CH3:31].C([O-])([O-])=O.[K+].[K+]. (2) Given the product [CH2:9]([S:8][C:7]1[CH:6]=[CH:5][C:4]([S:11]([NH:14][CH2:15][C:16]([F:18])([F:19])[F:17])(=[O:12])=[O:13])=[CH:3][C:2]=1[NH:1][C:32]([NH:31][C:27]1[CH:28]=[CH:29][CH:30]=[C:25]([C:24]([F:23])([F:34])[F:35])[CH:26]=1)=[O:33])[CH3:10], predict the reactants needed to synthesize it. The reactants are: [NH2:1][C:2]1[CH:3]=[C:4]([S:11]([NH:14][CH2:15][C:16]([F:19])([F:18])[F:17])(=[O:13])=[O:12])[CH:5]=[CH:6][C:7]=1[S:8][CH2:9][CH3:10].[N-]=C=O.[F:23][C:24]([F:35])([F:34])[C:25]1[CH:26]=[C:27]([N:31]=[C:32]=[O:33])[CH:28]=[CH:29][CH:30]=1. (3) Given the product [F:48][C:42]1[CH:43]=[CH:44][CH:45]=[C:46]([F:47])[C:41]=1[C:40]([NH:39][C:35]1[CH:36]=[CH:37][CH:38]=[C:33]([C:25]2[C:24]([C:22]3[CH:21]=[CH:20][N:19]=[C:18]([NH:16][C:12]4[CH:13]=[CH:14][CH:15]=[C:10]([O:9][CH2:8][CH2:7][N:1]5[CH2:6][CH2:5][O:4][CH2:3][CH2:2]5)[CH:11]=4)[N:23]=3)=[C:28]3[CH:29]=[CH:30][CH:31]=[CH:32][N:27]3[N:26]=2)[CH:34]=1)=[O:49], predict the reactants needed to synthesize it. The reactants are: [N:1]1([CH2:7][CH2:8][O:9][C:10]2[CH:11]=[C:12]([NH2:16])[CH:13]=[CH:14][CH:15]=2)[CH2:6][CH2:5][O:4][CH2:3][CH2:2]1.Cl[C:18]1[N:23]=[C:22]([C:24]2[C:25]([C:33]3[CH:34]=[C:35]([NH:39][C:40](=[O:49])[C:41]4[C:46]([F:47])=[CH:45][CH:44]=[CH:43][C:42]=4[F:48])[CH:36]=[CH:37][CH:38]=3)=[N:26][N:27]3[CH:32]=[CH:31][CH:30]=[CH:29][C:28]=23)[CH:21]=[CH:20][N:19]=1.